From a dataset of Full USPTO retrosynthesis dataset with 1.9M reactions from patents (1976-2016). Predict the reactants needed to synthesize the given product. (1) The reactants are: [CH:1]1([CH:6]([N:10]2[CH:14]=[C:13]([C:15]3[C:16]4[CH:23]=[CH:22][N:21](COCC[Si](C)(C)C)[C:17]=4[N:18]=[CH:19][N:20]=3)[CH:12]=[N:11]2)[CH2:7][C:8]#[CH:9])[CH2:5][CH2:4][CH2:3][CH2:2]1.[C:32]([OH:38])([C:34]([F:37])([F:36])[F:35])=[O:33]. Given the product [F:35][C:34]([F:37])([F:36])[C:32]([OH:38])=[O:33].[CH:1]1([CH:6]([N:10]2[CH:14]=[C:13]([C:15]3[C:16]4[CH:23]=[CH:22][NH:21][C:17]=4[N:18]=[CH:19][N:20]=3)[CH:12]=[N:11]2)[CH2:7][C:8]#[CH:9])[CH2:5][CH2:4][CH2:3][CH2:2]1, predict the reactants needed to synthesize it. (2) Given the product [N+:1]([C:4]1[CH:5]=[C:6]([CH:10]=[CH:11][C:12]=1[N+:13]([O-:15])=[O:14])[C:7]([NH:16][C:17]1[CH:22]=[CH:21][CH:20]=[CH:19][CH:18]=1)=[O:8])([O-:3])=[O:2], predict the reactants needed to synthesize it. The reactants are: [N+:1]([C:4]1[CH:5]=[C:6]([CH:10]=[CH:11][C:12]=1[N+:13]([O-:15])=[O:14])[C:7](Cl)=[O:8])([O-:3])=[O:2].[NH2:16][C:17]1[CH:22]=[CH:21][CH:20]=[CH:19][CH:18]=1. (3) Given the product [NH2:41][C:35]1[S:34][C:33]([C:31]2[CH:32]=[C:27]([Br:26])[CH:28]=[CH:29][C:30]=2[F:49])=[N:37][C:36]=1[C:38]([NH:1][C:2]1[CH:3]=[N:4][N:5]([CH3:25])[C:6]=1[N:7]1[CH2:13][CH2:12][CH2:11][C@@H:10]([NH2:14])[CH2:9][CH2:8]1)=[O:39], predict the reactants needed to synthesize it. The reactants are: [NH2:1][C:2]1[CH:3]=[N:4][N:5]([CH3:25])[C:6]=1[N:7]1[CH2:13][CH2:12][CH2:11][C@@H:10]([NH:14]C(=O)OCC2C=CC=CC=2)[CH2:9][CH2:8]1.[Br:26][C:27]1[CH:28]=[CH:29][C:30]([F:49])=[C:31]([C:33]2[S:34][C:35]([NH:41]C(OC(C)(C)C)=O)=[C:36]([C:38](O)=[O:39])[N:37]=2)[CH:32]=1.C(OC(NC1SC=NC=1C(O)=O)=O)(C)(C)C.